From a dataset of Retrosynthesis with 50K atom-mapped reactions and 10 reaction types from USPTO. Predict the reactants needed to synthesize the given product. (1) Given the product COc1ccc(N2CCOCC2)c2sc(NC(=O)c3ccnc(N4CCSCC4)c3)nc12, predict the reactants needed to synthesize it. The reactants are: C1CSCCN1.COc1ccc(N2CCOCC2)c2sc(NC(=O)c3ccnc(Br)c3)nc12. (2) Given the product Cc1cc(Nc2nc(N[C@@H](C)c3ccc(F)cn3)c([N+](=O)[O-])cc2F)n[nH]1, predict the reactants needed to synthesize it. The reactants are: C[C@H](Nc1nc(F)c(F)cc1[N+](=O)[O-])c1ccc(F)cn1.Cc1cc(N)n[nH]1. (3) Given the product Cc1ccc2c(c1)C(C(=O)Nc1c(C)cccc1Cl)c1ccccc1CO2, predict the reactants needed to synthesize it. The reactants are: Cc1ccc2c(c1)C(C(=O)O)c1ccccc1CO2.Cc1cccc(Cl)c1N. (4) Given the product COc1ccc(Nc2ncc([N+](=O)[O-])cn2)cc1, predict the reactants needed to synthesize it. The reactants are: COc1ccc(Br)cc1.Nc1ncc([N+](=O)[O-])cn1. (5) Given the product NC(=S)Nc1c(Br)cccc1Br, predict the reactants needed to synthesize it. The reactants are: NC(N)=S.Nc1c(Br)cccc1Br.